From a dataset of Catalyst prediction with 721,799 reactions and 888 catalyst types from USPTO. Predict which catalyst facilitates the given reaction. Reactant: C=O.[NH2:3][C:4]1C=CC=C[CH:5]=1.[C:10]1([OH:16])[CH:15]=[CH:14][CH:13]=[CH:12][CH:11]=1. Product: [C:10]1([OH:16])[CH:15]=[CH:14][CH:13]=[CH:12][CH:11]=1.[O:16]1[C:10]2[CH:15]=[CH:14][CH:13]=[CH:12][C:11]=2[CH2:5][CH2:4][NH:3]1. The catalyst class is: 12.